This data is from NCI-60 drug combinations with 297,098 pairs across 59 cell lines. The task is: Regression. Given two drug SMILES strings and cell line genomic features, predict the synergy score measuring deviation from expected non-interaction effect. (1) Drug 1: C1=C(C(=O)NC(=O)N1)N(CCCl)CCCl. Drug 2: C(=O)(N)NO. Cell line: SN12C. Synergy scores: CSS=36.1, Synergy_ZIP=0.235, Synergy_Bliss=0.169, Synergy_Loewe=-14.6, Synergy_HSA=-0.142. (2) Drug 1: CC1CCC2CC(C(=CC=CC=CC(CC(C(=O)C(C(C(=CC(C(=O)CC(OC(=O)C3CCCCN3C(=O)C(=O)C1(O2)O)C(C)CC4CCC(C(C4)OC)OCCO)C)C)O)OC)C)C)C)OC. Drug 2: C1=NNC2=C1C(=O)NC=N2. Cell line: BT-549. Synergy scores: CSS=10.8, Synergy_ZIP=-5.62, Synergy_Bliss=-5.36, Synergy_Loewe=-34.8, Synergy_HSA=-4.70. (3) Drug 1: C1=NC2=C(N=C(N=C2N1C3C(C(C(O3)CO)O)O)F)N. Drug 2: CN1C(=O)N2C=NC(=C2N=N1)C(=O)N. Cell line: T-47D. Synergy scores: CSS=0.513, Synergy_ZIP=1.77, Synergy_Bliss=0.230, Synergy_Loewe=-6.14, Synergy_HSA=-3.38. (4) Drug 1: C1=NC2=C(N1)C(=S)N=CN2. Drug 2: CC1=C(C(=O)C2=C(C1=O)N3CC4C(C3(C2COC(=O)N)OC)N4)N. Cell line: CCRF-CEM. Synergy scores: CSS=69.0, Synergy_ZIP=1.30, Synergy_Bliss=1.65, Synergy_Loewe=-1.33, Synergy_HSA=4.75. (5) Drug 1: C1CC(=O)NC(=O)C1N2CC3=C(C2=O)C=CC=C3N. Cell line: COLO 205. Drug 2: C1=NC2=C(N1)C(=S)N=CN2. Synergy scores: CSS=13.4, Synergy_ZIP=-6.01, Synergy_Bliss=-6.60, Synergy_Loewe=-23.3, Synergy_HSA=-5.53. (6) Drug 1: CC1C(C(CC(O1)OC2CC(CC3=C2C(=C4C(=C3O)C(=O)C5=C(C4=O)C(=CC=C5)OC)O)(C(=O)C)O)N)O.Cl. Drug 2: CC1=CC=C(C=C1)C2=CC(=NN2C3=CC=C(C=C3)S(=O)(=O)N)C(F)(F)F. Cell line: HOP-92. Synergy scores: CSS=13.7, Synergy_ZIP=-8.13, Synergy_Bliss=-8.98, Synergy_Loewe=-16.8, Synergy_HSA=-7.32. (7) Drug 1: CCC1(CC2CC(C3=C(CCN(C2)C1)C4=CC=CC=C4N3)(C5=C(C=C6C(=C5)C78CCN9C7C(C=CC9)(C(C(C8N6C)(C(=O)OC)O)OC(=O)C)CC)OC)C(=O)OC)O.OS(=O)(=O)O. Drug 2: CCN(CC)CCCC(C)NC1=C2C=C(C=CC2=NC3=C1C=CC(=C3)Cl)OC. Cell line: SW-620. Synergy scores: CSS=22.4, Synergy_ZIP=-0.0981, Synergy_Bliss=5.60, Synergy_Loewe=5.55, Synergy_HSA=4.76. (8) Drug 1: C1CCC(CC1)NC(=O)N(CCCl)N=O. Drug 2: C1CCC(C(C1)N)N.C(=O)(C(=O)[O-])[O-].[Pt+4]. Cell line: OVCAR-4. Synergy scores: CSS=4.69, Synergy_ZIP=-3.31, Synergy_Bliss=-2.63, Synergy_Loewe=-35.2, Synergy_HSA=-0.951. (9) Drug 1: C1CCC(C1)C(CC#N)N2C=C(C=N2)C3=C4C=CNC4=NC=N3. Cell line: NCIH23. Synergy scores: CSS=4.70, Synergy_ZIP=-1.74, Synergy_Bliss=-2.95, Synergy_Loewe=-9.12, Synergy_HSA=-5.44. Drug 2: CC1=CC2C(CCC3(C2CCC3(C(=O)C)OC(=O)C)C)C4(C1=CC(=O)CC4)C. (10) Drug 1: C1CN1C2=NC(=NC(=N2)N3CC3)N4CC4. Drug 2: CC(C)NC(=O)C1=CC=C(C=C1)CNNC.Cl. Cell line: OVCAR-8. Synergy scores: CSS=3.95, Synergy_ZIP=-12.0, Synergy_Bliss=-10.9, Synergy_Loewe=-25.8, Synergy_HSA=-10.4.